From a dataset of Full USPTO retrosynthesis dataset with 1.9M reactions from patents (1976-2016). Predict the reactants needed to synthesize the given product. (1) Given the product [CH2:15]([O:14][CH2:13][CH2:12][CH2:11][CH2:10][CH2:9][N:1]1[CH2:6][CH2:5][C:4](=[O:7])[CH2:3][CH2:2]1)[C:16]1[CH:21]=[CH:20][CH:19]=[CH:18][CH:17]=1, predict the reactants needed to synthesize it. The reactants are: [NH:1]1[CH2:6][CH2:5][C:4](=[O:7])[CH2:3][CH2:2]1.Cl[CH2:9][CH2:10][CH2:11][CH2:12][CH2:13][O:14][CH2:15][C:16]1[CH:21]=[CH:20][CH:19]=[CH:18][CH:17]=1. (2) Given the product [N+:20]([C:17]1[CH:18]=[CH:11][C:12]2[NH:8][C:1](=[O:2])[O:24][CH2:23][C:15]=2[CH:16]=1)([O-:22])=[O:21], predict the reactants needed to synthesize it. The reactants are: [C:1]([N:8]1[CH:12]=[CH:11]N=C1)(N1C=CN=C1)=[O:2].NC1C=[CH:18][C:17]([N+:20]([O-:22])=[O:21])=[CH:16][C:15]=1[CH2:23][OH:24]. (3) Given the product [Cl:1][C:2]1[C:7]([N+:8]([O-:10])=[O:9])=[CH:6][CH:5]=[C:4]([Cl:11])[C:3]=1[CH2:12][C:13]([NH:16][C:17]1[CH:24]=[CH:23][CH:22]=[CH:21][C:18]=1[CH:19]=[O:20])=[O:15], predict the reactants needed to synthesize it. The reactants are: [Cl:1][C:2]1[C:7]([N+:8]([O-:10])=[O:9])=[CH:6][CH:5]=[C:4]([Cl:11])[C:3]=1[CH2:12][C:13]([OH:15])=O.[NH2:16][C:17]1[CH:24]=[CH:23][CH:22]=[CH:21][C:18]=1[CH:19]=[O:20]. (4) Given the product [C:10]([CH2:12][C:13]1([N:30]2[CH:34]=[C:33]([C:35]3[C:36]4[CH:43]=[CH:42][NH:41][C:37]=4[N:38]=[CH:39][N:40]=3)[CH:32]=[N:31]2)[CH2:16][N:15]([C:17]2[CH:28]=[CH:27][C:20]([C:21]([NH:23][CH:24]([CH3:26])[CH3:25])=[O:22])=[CH:19][C:18]=2[F:29])[CH2:14]1)#[N:11], predict the reactants needed to synthesize it. The reactants are: B(F)(F)F.CCOCC.[C:10]([CH2:12][C:13]1([N:30]2[CH:34]=[C:33]([C:35]3[C:36]4[CH:43]=[CH:42][N:41](COCC[Si](C)(C)C)[C:37]=4[N:38]=[CH:39][N:40]=3)[CH:32]=[N:31]2)[CH2:16][N:15]([C:17]2[CH:28]=[CH:27][C:20]([C:21]([NH:23][CH:24]([CH3:26])[CH3:25])=[O:22])=[CH:19][C:18]=2[F:29])[CH2:14]1)#[N:11].[OH-].[NH4+].C([O-])(O)=O.[Na+]. (5) Given the product [C:1]([O:9][CH2:15][CH3:16])(=[O:8])[C:2]1[CH:7]=[CH:6][CH:5]=[CH:4][CH:3]=1, predict the reactants needed to synthesize it. The reactants are: [C:1]([OH:9])(=[O:8])[C:2]1[CH:7]=[CH:6][CH:5]=[CH:4][CH:3]=1.S(=O)(=O)(O)O.[CH2:15](O)[CH3:16]. (6) Given the product [C:1]([C:5]1[N:10]=[C:9]([N:11]2[CH2:16][CH2:15][N:14]([CH2:17][CH2:18][CH2:19][S:31][C:27]3[N:26]([CH3:25])[CH:30]=[N:29][N:28]=3)[CH2:13][CH2:12]2)[CH:8]=[C:7]([CH:21]2[CH2:24][CH2:23][CH2:22]2)[N:6]=1)([CH3:4])([CH3:3])[CH3:2], predict the reactants needed to synthesize it. The reactants are: [C:1]([C:5]1[N:10]=[C:9]([N:11]2[CH2:16][CH2:15][N:14]([CH2:17][CH2:18][CH2:19]Cl)[CH2:13][CH2:12]2)[CH:8]=[C:7]([CH:21]2[CH2:24][CH2:23][CH2:22]2)[N:6]=1)([CH3:4])([CH3:3])[CH3:2].[CH3:25][N:26]1[CH:30]=[N:29][N:28]=[C:27]1[SH:31].[OH-].[Li+].[I-].[K+].